This data is from Full USPTO retrosynthesis dataset with 1.9M reactions from patents (1976-2016). The task is: Predict the reactants needed to synthesize the given product. The reactants are: [N+:1]([C:4]1[CH:5]=[C:6]([NH:10][C:11]2[CH:26]=[C:15]3[C:16]4[C:21]([CH2:22][CH2:23][N:14]3[C:13](=[O:27])[N:12]=2)=[CH:20][C:19]([O:24][CH3:25])=[CH:18][CH:17]=4)[CH:7]=[CH:8][CH:9]=1)([O-])=O.CO. Given the product [NH2:1][C:4]1[CH:5]=[C:6]([NH:10][C:11]2[CH:26]=[C:15]3[C:16]4[C:21]([CH2:22][CH2:23][N:14]3[C:13](=[O:27])[N:12]=2)=[CH:20][C:19]([O:24][CH3:25])=[CH:18][CH:17]=4)[CH:7]=[CH:8][CH:9]=1, predict the reactants needed to synthesize it.